Dataset: Full USPTO retrosynthesis dataset with 1.9M reactions from patents (1976-2016). Task: Predict the reactants needed to synthesize the given product. (1) The reactants are: FC(F)(F)C1C=C(NC(=O)NC2C=CC(C3SC(CCC(O)=O)=NC=3)=CC=2)C=CC=1.[Cl:31][C:32]1[CH:37]=[CH:36][CH:35]=[CH:34][C:33]=1[NH:38][C:39](=[O:62])[NH:40][C:41]1[CH:46]=[CH:45][C:44]([C:47]2[O:51][C:50]([CH:52]3[CH2:57][CH2:56][CH:55]([C:58]([O:60]C)=[O:59])[CH2:54][CH2:53]3)=[N:49][CH:48]=2)=[CH:43][CH:42]=1. Given the product [Cl:31][C:32]1[CH:37]=[CH:36][CH:35]=[CH:34][C:33]=1[NH:38][C:39](=[O:62])[NH:40][C:41]1[CH:42]=[CH:43][C:44]([C:47]2[O:51][C:50]([CH:52]3[CH2:53][CH2:54][CH:55]([C:58]([OH:60])=[O:59])[CH2:56][CH2:57]3)=[N:49][CH:48]=2)=[CH:45][CH:46]=1, predict the reactants needed to synthesize it. (2) Given the product [N:13]([C:16]1[CH:17]=[CH:18][C:19]([C:20]([NH:10][C:8]2[S:9][C:5]3[CH:4]=[C:3]([O:2][CH3:1])[CH:12]=[CH:11][C:6]=3[N:7]=2)=[O:21])=[CH:23][CH:24]=1)=[N+:14]=[N-:15], predict the reactants needed to synthesize it. The reactants are: [CH3:1][O:2][C:3]1[CH:12]=[CH:11][C:6]2[N:7]=[C:8]([NH2:10])[S:9][C:5]=2[CH:4]=1.[N:13]([C:16]1[CH:24]=[CH:23][C:19]([C:20](O)=[O:21])=[CH:18][CH:17]=1)=[N+:14]=[N-:15].C(P1(=O)OP(CCC)(=O)OP(CCC)(=O)O1)CC.C(N(CC)CC)C. (3) Given the product [Cl:1][C:2]1[CH:9]=[C:8]2[C:5]([CH:6]=[C:21]([C:15]3[C:16]([F:20])=[CH:17][CH:18]=[CH:19][C:14]=3[Cl:13])[C:22](=[O:24])[N:10]2[CH2:11][CH3:12])=[CH:4][N:3]=1, predict the reactants needed to synthesize it. The reactants are: [Cl:1][C:2]1[CH:9]=[C:8]([NH:10][CH2:11][CH3:12])[C:5]([CH:6]=O)=[CH:4][N:3]=1.[Cl:13][C:14]1[CH:19]=[CH:18][CH:17]=[C:16]([F:20])[C:15]=1[CH2:21][C:22]([O:24]CC)=O.C([O-])([O-])=O.[K+].[K+]. (4) The reactants are: [CH2:1]([NH2:5])[CH2:2][CH2:3][CH3:4].[Cl:6][C:7]1[C:16]2[C:11]3=[C:12]([C:17](=[O:21])N[C:19](=[O:20])[C:10]3=[CH:9][CH:8]=1)[CH:13]=[CH:14][CH:15]=2. Given the product [CH2:1]([N:5]1[C:17](=[O:21])[C:12]2=[C:11]3[C:16](=[CH:15][CH:14]=[CH:13]2)[C:7]([Cl:6])=[CH:8][CH:9]=[C:10]3[C:19]1=[O:20])[CH2:2][CH2:3][CH3:4], predict the reactants needed to synthesize it. (5) Given the product [Si:12]([O:19][CH2:20][C:21]1[N:25]2[C:26](=[O:35])[N:27]([CH:29]3[CH2:34][CH2:33][N:32]([C:2]([O:4][CH2:5][C:6]4[CH:11]=[CH:10][CH:9]=[CH:8][CH:7]=4)=[O:3])[CH2:31][CH2:30]3)[CH2:28][C:24]2=[CH:23][N:22]=1)([C:15]([CH3:16])([CH3:17])[CH3:18])([CH3:14])[CH3:13], predict the reactants needed to synthesize it. The reactants are: Cl[C:2]([O:4][CH2:5][C:6]1[CH:11]=[CH:10][CH:9]=[CH:8][CH:7]=1)=[O:3].[Si:12]([O:19][CH2:20][C:21]1[N:25]2[C:26](=[O:35])[N:27]([CH:29]3[CH2:34][CH2:33][NH:32][CH2:31][CH2:30]3)[CH2:28][C:24]2=[CH:23][N:22]=1)([C:15]([CH3:18])([CH3:17])[CH3:16])([CH3:14])[CH3:13].C(N(CC)CC)C. (6) The reactants are: [CH3:1][O:2][C:3](=[O:23])[C:4]1[CH:9]=[C:8]([N+:10]([O-])=O)[C:7]([NH2:13])=[C:6]([F:14])[C:5]=1[NH:15][C:16]1[CH:21]=[CH:20][CH:19]=[CH:18][C:17]=1[CH3:22].[CH:24](O)=O. Given the product [CH3:1][O:2][C:3]([C:4]1[C:5]([NH:15][C:16]2[CH:21]=[CH:20][CH:19]=[CH:18][C:17]=2[CH3:22])=[C:6]([F:14])[C:7]2[NH:13][CH:24]=[N:10][C:8]=2[CH:9]=1)=[O:23], predict the reactants needed to synthesize it. (7) Given the product [I:13][C:3]1[C:4]2=[N:5][C:6]([C:10]([OH:12])=[O:11])=[CH:7][CH:8]=[C:9]2[NH:1][CH:2]=1, predict the reactants needed to synthesize it. The reactants are: [NH:1]1[C:9]2[C:4](=[N:5][C:6]([C:10]([OH:12])=[O:11])=[CH:7][CH:8]=2)[CH:3]=[CH:2]1.[I:13]I.[OH-].[K+].S(=O)(O)[O-].[Na+].Cl. (8) Given the product [NH2:15][C:3]1[CH:4]=[CH:5][C:6]2[S:7][C:8]3[CH:14]=[CH:13][CH:12]=[CH:11][C:9]=3[C:10]=2[C:2]=1[CH3:1], predict the reactants needed to synthesize it. The reactants are: [CH3:1][C:2]1[C:10]2[C:9]3[CH:11]=[CH:12][CH:13]=[CH:14][C:8]=3[S:7][C:6]=2[CH:5]=[CH:4][C:3]=1[N+:15]([O-])=O.CCOC(C)=O. (9) Given the product [CH3:45][O:44][C:46]1[CH:47]=[C:48]([NH:52][C:53]2[N:55]=[C:5]([C:7]3[CH:8]=[C:9]([NH:13][C:14]([C:16]4[O:17][CH:18]=[CH:19][CH:20]=4)=[O:15])[CH:10]=[CH:11][CH:12]=3)[CH:4]=[CH:3][N:54]=2)[CH:49]=[CH:50][CH:51]=1.[CH3:45][O:44][C:46]1[CH:47]=[C:48]([NH:52][C:53]2[N:55]=[C:5]([C:7]3[CH:8]=[C:9]([N:13]([CH3:21])[C:14]([C:16]4[O:17][CH:18]=[CH:19][CH:20]=4)=[O:15])[CH:10]=[CH:11][CH:12]=3)[CH:4]=[CH:3][N:54]=2)[CH:49]=[CH:50][CH:51]=1, predict the reactants needed to synthesize it. The reactants are: CN(C)[CH:3]=[CH:4][C:5]([C:7]1[CH:8]=[C:9]([N:13]([CH3:21])[C:14]([C:16]2[O:17][CH:18]=[CH:19][CH:20]=2)=[O:15])[CH:10]=[CH:11][CH:12]=1)=O.CN(C)C=CC(C1C=C(NC(C2OC=CC=2)=O)C=CC=1)=O.[O:44]([C:46]1[CH:47]=[C:48]([NH:52][C:53]([NH2:55])=[NH:54])[CH:49]=[CH:50][CH:51]=1)[CH3:45].C[O-].[Na+].